Dataset: NCI-60 drug combinations with 297,098 pairs across 59 cell lines. Task: Regression. Given two drug SMILES strings and cell line genomic features, predict the synergy score measuring deviation from expected non-interaction effect. Drug 1: CC1=CC=C(C=C1)C2=CC(=NN2C3=CC=C(C=C3)S(=O)(=O)N)C(F)(F)F. Drug 2: CC1CCC2CC(C(=CC=CC=CC(CC(C(=O)C(C(C(=CC(C(=O)CC(OC(=O)C3CCCCN3C(=O)C(=O)C1(O2)O)C(C)CC4CCC(C(C4)OC)OCCO)C)C)O)OC)C)C)C)OC. Cell line: CAKI-1. Synergy scores: CSS=2.06, Synergy_ZIP=0.599, Synergy_Bliss=1.62, Synergy_Loewe=-3.70, Synergy_HSA=-0.811.